This data is from Forward reaction prediction with 1.9M reactions from USPTO patents (1976-2016). The task is: Predict the product of the given reaction. (1) The product is: [CH3:17][O:16][CH:3]([O:2][CH3:1])[CH2:4][N:5]([CH2:6][C:7]1[CH:8]=[C:9]([F:15])[C:10]([F:14])=[C:11]([F:13])[CH:12]=1)[S:23]([C:26]1[CH:31]=[CH:30][C:29]([CH3:32])=[CH:28][CH:27]=1)(=[O:25])=[O:24]. Given the reactants [CH3:1][O:2][CH:3]([O:16][CH3:17])[CH2:4][NH:5][CH2:6][C:7]1[CH:12]=[C:11]([F:13])[C:10]([F:14])=[C:9]([F:15])[CH:8]=1.COC(OC)CN(CC1C=CC(F)=CC=1)[S:23]([C:26]1[CH:31]=[CH:30][C:29]([CH3:32])=[CH:28][CH:27]=1)(=[O:25])=[O:24], predict the reaction product. (2) Given the reactants Cl[C:2]1[CH:7]=[C:6](Cl)[CH:5]=[C:4]([CH3:9])[N+:3]=1[O-].Cl.[NH2:12][C@H:13]1[CH2:17][CH2:16][N:15]([C:18](=[O:31])[CH2:19][C:20]2[CH:25]=[CH:24][C:23]([O:26][C:27]([F:30])([F:29])[F:28])=[CH:22][CH:21]=2)[CH2:14]1.[CH3:32][CH:33]1[CH2:38][CH2:37][NH:36][CH2:35][CH2:34]1.C(N(CC)C(C)C)(C)C, predict the reaction product. The product is: [CH3:32][CH:33]1[CH2:38][CH2:37][N:36]([C:6]2[CH:5]=[C:4]([CH3:9])[N:3]=[C:2]([NH:12][C@H:13]3[CH2:17][CH2:16][N:15]([C:18](=[O:31])[CH2:19][C:20]4[CH:21]=[CH:22][C:23]([O:26][C:27]([F:28])([F:29])[F:30])=[CH:24][CH:25]=4)[CH2:14]3)[CH:7]=2)[CH2:35][CH2:34]1. (3) The product is: [C:32]([O:31][C:29]([C:28]1[CH:27]=[CH:26][C:25]([C:12]2[C:13]([CH3:24])([CH3:23])[C@H:14]3[C@:9]([CH3:38])([CH2:10][CH:11]=2)[C@@H:8]2[C@:17]([CH3:22])([C@@:18]4([CH3:21])[C@H:5]([CH2:6][CH2:7]2)[C@H:4]2[C@H:39]([C:42]([CH3:44])=[CH2:43])[CH2:40][CH2:41][C@:3]2([CH2:1][NH:49][CH2:50][CH2:51][N:52]2[CH2:57][CH2:56][N:55]([C:58]([O:60][C:61]([CH3:64])([CH3:63])[CH3:62])=[O:59])[CH2:54][CH2:53]2)[CH2:20][CH2:19]4)[CH2:16][CH2:15]3)=[CH:37][CH:36]=1)=[O:30])([CH3:35])([CH3:34])[CH3:33]. Given the reactants [CH:1]([C@:3]12[CH2:41][CH2:40][C@@H:39]([C:42]([CH3:44])=[CH2:43])[C@@H:4]1[C@@H:5]1[C@@:18]([CH3:21])([CH2:19][CH2:20]2)[C@@:17]2([CH3:22])[C@@H:8]([C@:9]3([CH3:38])[C@@H:14]([CH2:15][CH2:16]2)[C:13]([CH3:24])([CH3:23])[C:12]([C:25]2[CH:37]=[CH:36][C:28]([C:29]([O:31][C:32]([CH3:35])([CH3:34])[CH3:33])=[O:30])=[CH:27][CH:26]=2)=[CH:11][CH2:10]3)[CH2:7][CH2:6]1)=O.C(O)(=O)C.[NH2:49][CH2:50][CH2:51][N:52]1[CH2:57][CH2:56][N:55]([C:58]([O:60][C:61]([CH3:64])([CH3:63])[CH3:62])=[O:59])[CH2:54][CH2:53]1.C(O[BH-](OC(=O)C)OC(=O)C)(=O)C.[Na+], predict the reaction product. (4) Given the reactants C(=O)([O-])[O-].[K+].[K+].[C:7]([O:11][C:12](=[O:20])[C:13]1[CH:18]=[CH:17][CH:16]=[C:15]([OH:19])[CH:14]=1)([CH3:10])([CH3:9])[CH3:8].C1OCCOCCOCCOCCOCCOC1.[CH2:39]([O:41][C:42]([C:44]1[C:45]2[S:53][CH:52]=[C:51]([CH2:54]Br)[C:46]=2[C:47]([Cl:50])=[N:48][CH:49]=1)=[O:43])[CH3:40], predict the reaction product. The product is: [CH2:39]([O:41][C:42]([C:44]1[C:45]2[S:53][CH:52]=[C:51]([CH2:54][O:19][C:15]3[CH:16]=[CH:17][CH:18]=[C:13]([C:12]([O:11][C:7]([CH3:10])([CH3:8])[CH3:9])=[O:20])[CH:14]=3)[C:46]=2[C:47]([Cl:50])=[N:48][CH:49]=1)=[O:43])[CH3:40]. (5) Given the reactants C[O:2][C:3]([C:5]1[C:6]([C:11]2[CH:16]=[CH:15][CH:14]=[CH:13][C:12]=2[O:17][C:18]([F:21])([F:20])[F:19])=[N:7][O:8][C:9]=1[NH2:10])=[O:4].[OH-].[Na+], predict the reaction product. The product is: [NH2:10][C:9]1[O:8][N:7]=[C:6]([C:11]2[CH:16]=[CH:15][CH:14]=[CH:13][C:12]=2[O:17][C:18]([F:20])([F:21])[F:19])[C:5]=1[C:3]([OH:4])=[O:2]. (6) Given the reactants [CH2:1]([O:8][C:9]1[CH:10]=[C:11]([S:15]([NH:18][C:19]([C@@:21]2([NH:26][C:27]([C@H:29]3[CH2:33][CH2:32][NH:31][CH2:30]3)=[O:28])[CH2:23][C@H:22]2[CH:24]=[CH2:25])=[O:20])(=[O:17])=[O:16])[CH:12]=[CH:13][CH:14]=1)[C:2]1[CH:7]=[CH:6][CH:5]=[CH:4][CH:3]=1.[C:34]1([C:40]2[CH:41]=[C:42]([CH:45]=[CH:46][CH:47]=2)[CH2:43]Br)[CH:39]=[CH:38][CH:37]=[CH:36][CH:35]=1.C([O-])([O-])=O.[K+].[K+], predict the reaction product. The product is: [CH2:1]([O:8][C:9]1[CH:10]=[C:11]([S:15]([NH:18][C:19]([C@@:21]2([NH:26][C:27]([C@H:29]3[CH2:33][CH2:32][N:31]([CH2:43][C:42]4[CH:41]=[C:40]([C:34]5[CH:39]=[CH:38][CH:37]=[CH:36][CH:35]=5)[CH:47]=[CH:46][CH:45]=4)[CH2:30]3)=[O:28])[CH2:23][C@H:22]2[CH:24]=[CH2:25])=[O:20])(=[O:17])=[O:16])[CH:12]=[CH:13][CH:14]=1)[C:2]1[CH:3]=[CH:4][CH:5]=[CH:6][CH:7]=1.